Dataset: Forward reaction prediction with 1.9M reactions from USPTO patents (1976-2016). Task: Predict the product of the given reaction. (1) Given the reactants [CH2:1]([N:4]1[C:12]2[C:7](=[CH:8][CH:9]=[CH:10][C:11]=2[Br:13])[C:6]([C:14]2[C:15](=[O:29])[NH:16][C:17](=[O:28])[C:18]=2[C:19]2[C:27]3[C:22](=[CH:23][CH:24]=[CH:25][CH:26]=3)[NH:21][CH:20]=2)=[CH:5]1)[CH:2]=[CH2:3], predict the reaction product. The product is: [CH2:1]([N:4]1[C:12]2[C:7](=[CH:8][CH:9]=[CH:10][C:11]=2[Br:13])[C:6]([CH:14]2[CH:18]([C:19]3[C:27]4[C:22](=[CH:23][CH:24]=[CH:25][CH:26]=4)[NH:21][CH:20]=3)[C:17](=[O:28])[NH:16][C:15]2=[O:29])=[CH:5]1)[CH:2]=[CH2:3]. (2) Given the reactants [F:1][C:2]1[C:11]([F:12])=[C:10]2[C:5]([CH:6]=[C:7]([OH:14])[C:8]([CH3:13])=[N:9]2)=[CH:4][CH:3]=1.[CH3:15][C:16]([C:18]1[C:23]([F:24])=[CH:22][CH:21]=[CH:20][C:19]=1F)=[O:17].C(=O)([O-])[O-].[K+].[K+].Cl, predict the reaction product. The product is: [F:24][C:23]1[CH:22]=[CH:21][CH:20]=[C:19]([O:14][C:7]2[C:8]([CH3:13])=[N:9][C:10]3[C:5]([CH:6]=2)=[CH:4][CH:3]=[C:2]([F:1])[C:11]=3[F:12])[C:18]=1[C:16](=[O:17])[CH3:15]. (3) Given the reactants N#N.[CH3:3][C:4]1([C:9]2[S:13][CH:12]=[C:11]([CH2:14][N:15]3[N:19]=[C:18]([N+:20]([O-])=O)[CH:17]=[N:16]3)[CH:10]=2)[O:8][CH2:7][CH2:6][O:5]1.[NH4+].[Cl-], predict the reaction product. The product is: [CH3:3][C:4]1([C:9]2[S:13][CH:12]=[C:11]([CH2:14][N:15]3[N:19]=[C:18]([NH2:20])[CH:17]=[N:16]3)[CH:10]=2)[O:8][CH2:7][CH2:6][O:5]1. (4) Given the reactants C([O:5][C:6](=[O:29])[CH2:7][N:8]1[C:16]2[C:11](=[CH:12][CH:13]=[CH:14][CH:15]=2)[C:10]([CH:17]2[C:21]3[CH:22]=[CH:23][CH:24]=[CH:25][C:20]=3[S:19](=[O:27])(=[O:26])[NH:18]2)=[C:9]1[CH3:28])(C)(C)C.Br[CH2:31][CH2:32][CH2:33][O:34][C:35]1[CH:40]=[CH:39][CH:38]=[CH:37][CH:36]=1, predict the reaction product. The product is: [O:27]=[S:19]1(=[O:26])[C:20]2[CH:25]=[CH:24][CH:23]=[CH:22][C:21]=2[CH:17]([C:10]2[C:11]3[C:16](=[CH:15][CH:14]=[CH:13][CH:12]=3)[N:8]([CH2:7][C:6]([OH:29])=[O:5])[C:9]=2[CH3:28])[N:18]1[CH2:31][CH2:32][CH2:33][O:34][C:35]1[CH:40]=[CH:39][CH:38]=[CH:37][CH:36]=1. (5) Given the reactants [Cl:1][C:2]1[CH:3]=[N:4][CH:5]=[C:6]([Cl:20])[C:7]=1[S:8][C:9]1[S:13][C:12]([C:14]([OH:16])=O)=[CH:11][C:10]=1[N+:17]([O-:19])=[O:18].[NH2:21][CH2:22][C:23]([O:25][CH2:26][CH3:27])=[O:24], predict the reaction product. The product is: [Cl:20][C:6]1[CH:5]=[N:4][CH:3]=[C:2]([Cl:1])[C:7]=1[S:8][C:9]1[S:13][C:12]([C:14]([NH:21][CH2:22][C:23]([O:25][CH2:26][CH3:27])=[O:24])=[O:16])=[CH:11][C:10]=1[N+:17]([O-:19])=[O:18]. (6) Given the reactants [OH:1][CH2:2][CH:3]([C:5]1[CH:14]=[CH:13][C:8]2[C:9](=[O:12])[O:10][CH2:11][C:7]=2[C:6]=1[CH3:15])[CH3:4].CC(OI1(OC(C)=O)(OC(C)=O)OC(=O)C2C1=CC=CC=2)=O.[O-]S([O-])(=S)=O.[Na+].[Na+].O, predict the reaction product. The product is: [CH3:15][C:6]1[C:7]2[CH2:11][O:10][C:9](=[O:12])[C:8]=2[CH:13]=[CH:14][C:5]=1[CH:3]([CH3:4])[CH:2]=[O:1]. (7) Given the reactants [CH3:1][C:2]1[NH:6][N:5]=[C:4]([CH2:7][C:8]([OH:10])=O)[N:3]=1.[CH2:11]([C@@H:18]1[NH:23][CH2:22][CH2:21][N:20]([C:24]2[CH:29]=[CH:28][C:27]([O:30][CH:31]([F:33])[F:32])=[C:26]([O:34][CH:35]3[CH2:38][CH2:37][CH2:36]3)[CH:25]=2)[CH2:19]1)[C:12]1[CH:17]=[CH:16][CH:15]=[CH:14][CH:13]=1, predict the reaction product. The product is: [CH2:11]([C@H:18]1[CH2:19][N:20]([C:24]2[CH:29]=[CH:28][C:27]([O:30][CH:31]([F:32])[F:33])=[C:26]([O:34][CH:35]3[CH2:38][CH2:37][CH2:36]3)[CH:25]=2)[CH2:21][CH2:22][N:23]1[C:8](=[O:10])[CH2:7][C:4]1[N:3]=[C:2]([CH3:1])[NH:6][N:5]=1)[C:12]1[CH:13]=[CH:14][CH:15]=[CH:16][CH:17]=1.